This data is from Forward reaction prediction with 1.9M reactions from USPTO patents (1976-2016). The task is: Predict the product of the given reaction. (1) Given the reactants [F:1][C:2]1[CH:7]=[C:6]([O:8][CH3:9])[CH:5]=[C:4]([F:10])[C:3]=1[CH:11]=[N:12][C:13]1[CH:14]=[N:15][C:16]([C:19]([F:22])([F:21])[F:20])=[CH:17][CH:18]=1.[N+:23]([CH:25](S(C1C=CC(C)=CC=1)(=O)=O)C)#[C-:24].C(=O)([O-])[O-].[K+].[K+], predict the reaction product. The product is: [F:1][C:2]1[CH:7]=[C:6]([O:8][CH3:9])[CH:5]=[C:4]([F:10])[C:3]=1[C:11]1[N:12]([C:13]2[CH:18]=[CH:17][C:16]([C:19]([F:21])([F:22])[F:20])=[N:15][CH:14]=2)[CH:25]=[N:23][CH:24]=1. (2) The product is: [Cl:15][C:7]1[CH:8]=[C:9]2[C:4](=[CH:5][CH:6]=1)[N:3]=[C:2]([NH:16][C@H:17]([C:18](=[O:19])[NH:20][CH2:21][CH2:22][OH:23])[CH2:24][C:25]1[CH:30]=[CH:29][CH:28]=[CH:27][CH:26]=1)[C:11]([C:12]([OH:14])=[O:13])=[CH:10]2. Given the reactants Cl[C:2]1[C:11]([C:12]([OH:14])=[O:13])=[CH:10][C:9]2[C:4](=[CH:5][CH:6]=[C:7]([Cl:15])[CH:8]=2)[N:3]=1.[NH2:16][C@@H:17]([CH2:24][C:25]1[CH:30]=[CH:29][CH:28]=[CH:27][CH:26]=1)[C:18]([NH:20][CH2:21][CH2:22][OH:23])=[O:19], predict the reaction product. (3) Given the reactants [CH3:1][O:2][C:3](=[O:18])[C:4]1[CH:9]=[C:8]([O:10][CH3:11])[CH:7]=[C:6]([S:12]C(=O)N(C)C)[CH:5]=1.CO[Na].Cl, predict the reaction product. The product is: [CH3:1][O:2][C:3](=[O:18])[C:4]1[CH:9]=[C:8]([O:10][CH3:11])[CH:7]=[C:6]([SH:12])[CH:5]=1.